From a dataset of Forward reaction prediction with 1.9M reactions from USPTO patents (1976-2016). Predict the product of the given reaction. (1) Given the reactants [OH:1][C:2]1[C:3]([C:17]([N:19]2[CH2:27][C:26]3[C:21](=[CH:22][CH:23]=[C:24]([CH2:28][N:29]4[CH2:34][CH2:33][N:32]([CH3:35])[CH2:31][CH2:30]4)[CH:25]=3)[CH2:20]2)=[O:18])=[CH:4][C:5]([CH:14]([CH3:16])[CH3:15])=[C:6]([O:8][C:9](=[O:13])[N:10]([CH3:12])[CH3:11])[CH:7]=1.[C:36]([O:40][C:41](O[C:41]([O:40][C:36]([CH3:39])([CH3:38])[CH3:37])=[O:42])=[O:42])([CH3:39])([CH3:38])[CH3:37], predict the reaction product. The product is: [CH3:11][N:10]([CH3:12])[C:9]([O:8][C:6]1[C:5]([CH:14]([CH3:16])[CH3:15])=[CH:4][C:3]([C:17]([N:19]2[CH2:27][C:26]3[C:21](=[CH:22][CH:23]=[C:24]([CH2:28][N:29]4[CH2:34][CH2:33][N:32]([CH3:35])[CH2:31][CH2:30]4)[CH:25]=3)[CH2:20]2)=[O:18])=[C:2]([O:1][C:41](=[O:42])[O:40][C:36]([CH3:39])([CH3:38])[CH3:37])[CH:7]=1)=[O:13]. (2) Given the reactants [Br:1][C:2]1[CH:3]=[CH:4][C:5]([C:8](Cl)=[N:9][OH:10])=[N:6][CH:7]=1.[CH2:12]([OH:17])[CH:13]=[CH:14][CH2:15][OH:16].C(N(CC)CC)C, predict the reaction product. The product is: [Br:1][C:2]1[CH:3]=[CH:4][C:5]([C:8]2[CH:14]([CH2:15][OH:16])[CH:13]([CH2:12][OH:17])[O:10][N:9]=2)=[N:6][CH:7]=1. (3) Given the reactants [CH2:1]([O:3][C:4]([C:6]1[S:7][C:8]([CH:11]([OH:13])[CH3:12])=[CH:9][CH:10]=1)=[O:5])[CH3:2].[C:14]([C:18]1[CH:23]=[CH:22][C:21]([C:24]2[C:29]([CH3:30])=[CH:28][C:27](O)=[CH:26][C:25]=2[CH3:32])=[CH:20][CH:19]=1)([CH3:17])([CH3:16])[CH3:15].C1C=CC(P(C2C=CC=CC=2)C2C=CC=CC=2)=CC=1.N(C(N1CCCCC1)=O)=NC(N1CCCCC1)=O, predict the reaction product. The product is: [CH2:1]([O:3][C:4]([C:6]1[S:7][C:8]([CH:11]([O:13][C:27]2[CH:28]=[C:29]([CH3:30])[C:24]([C:21]3[CH:22]=[CH:23][C:18]([C:14]([CH3:16])([CH3:15])[CH3:17])=[CH:19][CH:20]=3)=[C:25]([CH3:32])[CH:26]=2)[CH3:12])=[CH:9][CH:10]=1)=[O:5])[CH3:2]. (4) Given the reactants [O:1]1[CH:5]=[CH:4][CH:3]=[CH:2]1.Cl[CH:7](Cl)[C:8]([CH2:10]Cl)=[O:9], predict the reaction product. The product is: [CH:5]12[O:1][CH:2]([CH:3]=[CH:4]1)[CH2:10][C:8](=[O:9])[CH2:7]2.[CH:5]12[O:1][CH:2]([CH2:3][CH2:4]1)[CH2:10][C:8](=[O:9])[CH2:7]2. (5) Given the reactants [NH3:1].[Br:2][C:3]1[CH:12]=[CH:11][C:6]([C:7](OC)=[O:8])=[C:5]([CH2:13]Br)[CH:4]=1.[OH-].[NH4+], predict the reaction product. The product is: [Br:2][C:3]1[CH:4]=[C:5]2[C:6](=[CH:11][CH:12]=1)[C:7](=[O:8])[NH:1][CH2:13]2.